This data is from Forward reaction prediction with 1.9M reactions from USPTO patents (1976-2016). The task is: Predict the product of the given reaction. (1) Given the reactants [F:1][C:2]1[CH:7]=[CH:6][C:5]([F:8])=[CH:4][C:3]=1[CH:9]1[CH2:13][CH2:12][CH2:11][N:10]1[C:14]1[CH:19]=[CH:18][N:17]2[N:20]=[CH:21][C:22](/[CH:23]=[CH:24]/[C:25]([OH:27])=O)=[C:16]2[N:15]=1.[C:28]([NH2:32])([CH3:31])([CH3:30])[CH3:29].CCN(C(C)C)C(C)C.CN(C(ON1N=NC2C=CC=NC1=2)=[N+](C)C)C.F[P-](F)(F)(F)(F)F, predict the reaction product. The product is: [C:28]([NH:32][C:25](=[O:27])/[CH:24]=[CH:23]/[C:22]1[CH:21]=[N:20][N:17]2[CH:18]=[CH:19][C:14]([N:10]3[CH2:11][CH2:12][CH2:13][CH:9]3[C:3]3[CH:4]=[C:5]([F:8])[CH:6]=[CH:7][C:2]=3[F:1])=[N:15][C:16]=12)([CH3:31])([CH3:30])[CH3:29]. (2) Given the reactants [CH3:1][CH:2]([CH2:7][C:8]1[CH:9]=[C:10]([CH3:14])[CH:11]=[CH:12][CH:13]=1)[CH2:3][C:4]([OH:6])=O.OS(C(F)(F)F)(=O)=O, predict the reaction product. The product is: [CH3:1][CH:2]1[CH2:7][C:8]2[C:13](=[CH:12][CH:11]=[C:10]([CH3:14])[CH:9]=2)[C:4](=[O:6])[CH2:3]1. (3) Given the reactants [CH3:1][O:2][C:3]1[CH:19]=[CH:18][C:6]([O:7][C:8]2[CH:9]=[CH:10][C:11]([N+:15]([O-:17])=[O:16])=[C:12]([OH:14])[CH:13]=2)=[CH:5][CH:4]=1.[Na+].[I-].C(N(CC)C(C)C)(C)C.[CH3:31][O:32][CH2:33]Br, predict the reaction product. The product is: [CH3:31][O:32][CH2:33][O:14][C:12]1[CH:13]=[C:8]([O:7][C:6]2[CH:18]=[CH:19][C:3]([O:2][CH3:1])=[CH:4][CH:5]=2)[CH:9]=[CH:10][C:11]=1[N+:15]([O-:17])=[O:16]. (4) Given the reactants Br[C:2]1[CH:3]=[C:4]([CH:7]=[O:8])[O:5][CH:6]=1.C(N[CH:13]([CH3:15])[CH3:14])(C)C, predict the reaction product. The product is: [C:15]1([C:13]#[C:14][C:2]2[CH:3]=[C:4]([CH:7]=[O:8])[O:5][CH:6]=2)[CH:7]=[CH:4][CH:3]=[CH:2][CH:6]=1. (5) Given the reactants N[C@H](C(O)=O)CC1C=C2C(C=CC=C2)=CC=1.C[Si](Cl)(C)C.[F:22][C:23]1[CH:28]=[CH:27][C:26]([CH:29]([C:31]2[S:32][CH:33]=[CH:34][CH:35]=2)O)=[CH:25][CH:24]=1.O, predict the reaction product. The product is: [F:22][C:23]1[CH:28]=[CH:27][C:26]([CH2:29][C:31]2[S:32][CH:33]=[CH:34][CH:35]=2)=[CH:25][CH:24]=1.